From a dataset of Reaction yield outcomes from USPTO patents with 853,638 reactions. Predict the reaction yield, written as a fraction of the theoretical maximum amount of product (1.0 means a 100% yield; for example, 0.34 means a 34% yield). (1) The reactants are [CH2:1]([C:4]1[CH:5]=[N:6][C:7]([N:10]2[CH2:15][CH2:14][CH:13]([O:16][C:17]3[S:18][C:19]4[CH:25]=[C:24]([C:26]5[CH2:31][CH2:30][N:29](C(OC(C)(C)C)=O)[CH2:28][CH:27]=5)[CH:23]=[CH:22][C:20]=4[N:21]=3)[CH2:12][CH2:11]2)=[N:8][CH:9]=1)[CH2:2][CH3:3].C(O)(C(F)(F)F)=O. The catalyst is C(Cl)Cl. The product is [CH2:1]([C:4]1[CH:5]=[N:6][C:7]([N:10]2[CH2:15][CH2:14][CH:13]([O:16][C:17]3[S:18][C:19]4[CH:25]=[C:24]([C:26]5[CH2:31][CH2:30][NH:29][CH2:28][CH:27]=5)[CH:23]=[CH:22][C:20]=4[N:21]=3)[CH2:12][CH2:11]2)=[N:8][CH:9]=1)[CH2:2][CH3:3]. The yield is 0.920. (2) The reactants are [NH:1]1[CH2:6][CH2:5][NH:4][CH2:3][CH2:2]1.[C:7]1([C:13]([C:12]2[CH:11]=[CH:10][CH:9]=[CH:8][C:7]=2[C:13](Cl)([C:14]2[CH:15]=[CH:16][CH:17]=[CH:18][CH:19]=2)[C:20]2[CH:21]=[CH:22][CH:23]=[CH:24][CH:25]=2)([C:20]2[CH:25]=[CH:24][CH:23]=[CH:22][CH:21]=2)[C:14]2[CH:19]=[CH:18][CH:17]=[CH:16][CH:15]=2)[CH:12]=[CH:11][CH:10]=[CH:9][CH:8]=1.[C:46]([OH:53])(=[O:52])[CH2:47][CH2:48][C:49]([OH:51])=[O:50]. The catalyst is C1(C)C=CC=CC=1.CO.C1(C)C=CC=CC=1. The product is [C:46]([OH:53])(=[O:52])[CH2:47][CH2:48][C:49]([OH:51])=[O:50].[C:13]([N:1]1[CH2:6][CH2:5][NH:4][CH2:3][CH2:2]1)([C:7]1[CH:12]=[CH:11][CH:10]=[CH:9][CH:8]=1)([C:20]1[CH:21]=[CH:22][CH:23]=[CH:24][CH:25]=1)[C:14]1[CH:15]=[CH:16][CH:17]=[CH:18][CH:19]=1. The yield is 0.700. (3) The reactants are Br[C:2]1[CH:8]=[C:7]([C:9]([F:12])([F:11])[F:10])[C:6]([N+:13]([O-:15])=[O:14])=[CH:5][C:3]=1[NH2:4].CCN(CC)CC.[C:23]([Si:25]([CH3:28])([CH3:27])[CH3:26])#[CH:24]. The catalyst is C1(C)C=CC=CC=1.O.[Cu]I.Cl[Pd](Cl)([P](C1C=CC=CC=1)(C1C=CC=CC=1)C1C=CC=CC=1)[P](C1C=CC=CC=1)(C1C=CC=CC=1)C1C=CC=CC=1. The product is [N+:13]([C:6]1[C:7]([C:9]([F:12])([F:11])[F:10])=[CH:8][C:2]([C:24]#[C:23][Si:25]([CH3:28])([CH3:27])[CH3:26])=[C:3]([CH:5]=1)[NH2:4])([O-:15])=[O:14]. The yield is 0.570. (4) The reactants are [NH2:1][C@H:2]1[CH2:7][CH2:6][CH2:5][CH2:4][C@@H:3]1[CH2:8][C:9]#[N:10].[CH3:11][C:12]1([N:24]2[CH2:29][CH2:28][C:27](=O)[CH2:26][CH2:25]2)[CH2:16][CH2:15][N:14]([C:17]([O:19][C:20]([CH3:23])([CH3:22])[CH3:21])=[O:18])[CH2:13]1. No catalyst specified. The product is [C:9]([CH2:8][C@H:3]1[CH2:4][CH2:5][CH2:6][CH2:7][C@@H:2]1[NH:1][CH:27]1[CH2:26][CH2:25][N:24]([C:12]2([CH3:11])[CH2:16][CH2:15][N:14]([C:17]([O:19][C:20]([CH3:23])([CH3:22])[CH3:21])=[O:18])[CH2:13]2)[CH2:29][CH2:28]1)#[N:10]. The yield is 0.0899.